Dataset: Full USPTO retrosynthesis dataset with 1.9M reactions from patents (1976-2016). Task: Predict the reactants needed to synthesize the given product. Given the product [CH3:12][N:2]([CH3:1])[C:3]1[CH:4]=[CH:5][C:6]([C:7]([NH:35][CH2:36][C:37]2[CH:42]=[CH:41][C:40]([CH2:43][OH:44])=[CH:39][CH:38]=2)=[O:9])=[CH:10][CH:11]=1, predict the reactants needed to synthesize it. The reactants are: [CH3:1][N:2]([CH3:12])[C:3]1[CH:11]=[CH:10][C:6]([C:7]([OH:9])=O)=[CH:5][CH:4]=1.C(N(CC)CC)C.C1N(P(Cl)(N2C(=O)OCC2)=O)C(=O)OC1.[NH2:35][CH2:36][C:37]1[CH:42]=[CH:41][C:40]([CH2:43][OH:44])=[CH:39][CH:38]=1.C([O-])(O)=O.[Na+].